From a dataset of Catalyst prediction with 721,799 reactions and 888 catalyst types from USPTO. Predict which catalyst facilitates the given reaction. (1) Reactant: C[O:2][C:3](=[O:32])[CH2:4][N:5]1[C:13]2[C:8](=[CH:9][C:10]([F:14])=[CH:11][CH:12]=2)[C:7]([CH2:15][C:16]2[C:21]([S:22]([C:25]3[CH:30]=[CH:29][CH:28]=[CH:27][CH:26]=3)(=[O:24])=[O:23])=[CH:20][CH:19]=[CH:18][N:17]=2)=[C:6]1[CH3:31].[OH-].[Li+]. Product: [C:25]1([S:22]([C:21]2[C:16]([CH2:15][C:7]3[C:8]4[C:13](=[CH:12][CH:11]=[C:10]([F:14])[CH:9]=4)[N:5]([CH2:4][C:3]([OH:32])=[O:2])[C:6]=3[CH3:31])=[N:17][CH:18]=[CH:19][CH:20]=2)(=[O:24])=[O:23])[CH:30]=[CH:29][CH:28]=[CH:27][CH:26]=1. The catalyst class is: 7. (2) Reactant: [C:1]1([C:22]2[CH:27]=[CH:26][CH:25]=[CH:24][CH:23]=2)[CH:6]=[CH:5][C:4]([C:7]2[N:8]([CH2:16][C@@H:17]3[CH2:21][CH2:20][NH:19][CH2:18]3)[C:9]3[CH:14]=[CH:13][N:12]=[CH:11][C:10]=3[N:15]=2)=[CH:3][CH:2]=1.C(N(C(C)C)CC)(C)C.[C:37](Cl)(=[O:39])[CH3:38]. Product: [C:37]([N:19]1[CH2:20][CH2:21][C@@H:17]([CH2:16][N:8]2[C:9]3[CH:14]=[CH:13][N:12]=[CH:11][C:10]=3[N:15]=[C:7]2[C:4]2[CH:5]=[CH:6][C:1]([C:22]3[CH:23]=[CH:24][CH:25]=[CH:26][CH:27]=3)=[CH:2][CH:3]=2)[CH2:18]1)(=[O:39])[CH3:38]. The catalyst class is: 4. (3) Reactant: [C:1]1([CH:7]([CH3:11])[C:8]([OH:10])=O)[CH:6]=[CH:5][CH:4]=[CH:3][CH:2]=1.O=C1N(P(Cl)(N2CCOC2=O)=O)CCO1.C(N(CC)CC)C.[Br:34][C:35]1[C:36]([F:45])=[C:37]2[C:43]([NH2:44])=[CH:42][NH:41][C:38]2=[N:39][CH:40]=1.C([O-])([O-])=O.[Na+].[Na+]. Product: [Br:34][C:35]1[C:36]([F:45])=[C:37]2[C:43]([NH:44][C:8](=[O:10])[CH:7]([C:1]3[CH:2]=[CH:3][CH:4]=[CH:5][CH:6]=3)[CH3:11])=[CH:42][NH:41][C:38]2=[N:39][CH:40]=1. The catalyst class is: 2. (4) Reactant: [CH3:1][O:2][C:3]1[C:11]2[N:10]=[CH:9][N:8]([CH:12]3[CH2:17][CH2:16][CH2:15][CH2:14][O:13]3)[C:7]=2[CH:6]=[CH:5][C:4]=1[CH:18]=O.CC([O-])=O.[Na+].Cl.[OH:26][NH2:27]. Product: [CH3:1][O:2][C:3]1[C:11]2[N:10]=[CH:9][N:8]([CH:12]3[CH2:17][CH2:16][CH2:15][CH2:14][O:13]3)[C:7]=2[CH:6]=[CH:5][C:4]=1[CH:18]=[N:27][OH:26]. The catalyst class is: 5. (5) Reactant: [OH:1][C:2]1[CH:7]=[CH:6][C:5]([C:8]2[N:13]=[CH:12][N:11]=[C:10]([NH:14][C@H:15]([C:23]([O:25][CH3:26])=[O:24])[CH2:16][C:17]3[CH:22]=[CH:21][CH:20]=[CH:19][CH:18]=3)[CH:9]=2)=[CH:4][CH:3]=1.C(=O)([O-])[O-].[K+].[K+].CC(C)=O.Br[CH2:38][CH:39]1[CH2:41][CH2:40]1. Product: [CH:39]1([CH2:38][O:1][C:2]2[CH:7]=[CH:6][C:5]([C:8]3[N:13]=[CH:12][N:11]=[C:10]([NH:14][C@H:15]([C:23]([O:25][CH3:26])=[O:24])[CH2:16][C:17]4[CH:22]=[CH:21][CH:20]=[CH:19][CH:18]=4)[CH:9]=3)=[CH:4][CH:3]=2)[CH2:41][CH2:40]1. The catalyst class is: 3.